Task: Regression/Classification. Given a drug SMILES string, predict its absorption, distribution, metabolism, or excretion properties. Task type varies by dataset: regression for continuous measurements (e.g., permeability, clearance, half-life) or binary classification for categorical outcomes (e.g., BBB penetration, CYP inhibition). Dataset: hlm.. Dataset: Human liver microsome stability data The drug is COC(=O)Nc1ccc2c(c1)NC(=O)[C@H](C)CCC[C@H](NC(=O)c1cnn(-c3cccc(Cl)c3F)c1C)c1cc-2ccn1. The result is 0 (unstable in human liver microsomes).